This data is from Forward reaction prediction with 1.9M reactions from USPTO patents (1976-2016). The task is: Predict the product of the given reaction. (1) Given the reactants [F:1][C:2]1[CH:3]=[N:4][C:5]2[C:10]([C:11]=1[CH2:12][CH2:13][C:14]13[CH2:21][CH2:20][C:17]([NH:22][C:23](=[O:29])[O:24][C:25]([CH3:28])([CH3:27])[CH3:26])([CH2:18][CH2:19]1)[CH2:16][O:15]3)=[N:9][C:8]([OH:30])=[CH:7][CH:6]=2.Br[CH2:32][C@@H:33]1[C@H:36]([NH:37][C:38](=[O:47])[O:39][CH2:40][C:41]2[CH:46]=[CH:45][CH:44]=[CH:43][CH:42]=2)[CH2:35][O:34]1, predict the reaction product. The product is: [CH2:40]([O:39][C:38]([NH:37][C@@H:36]1[CH2:35][O:34][C@@H:33]1[CH2:32][O:30][C:8]1[N:9]=[C:10]2[C:5](=[CH:6][CH:7]=1)[N:4]=[CH:3][C:2]([F:1])=[C:11]2[CH2:12][CH2:13][C:14]12[CH2:19][CH2:18][C:17]([NH:22][C:23](=[O:29])[O:24][C:25]([CH3:27])([CH3:26])[CH3:28])([CH2:20][CH2:21]1)[CH2:16][O:15]2)=[O:47])[C:41]1[CH:42]=[CH:43][CH:44]=[CH:45][CH:46]=1. (2) The product is: [CH2:15]([NH:1][C@@H:2]([CH2:5][C:6]1[CH:11]=[CH:10][C:9]([N+:12]([O-:14])=[O:13])=[CH:8][CH:7]=1)[CH2:3][OH:4])[C:16]1[CH:21]=[CH:20][CH:19]=[CH:18][CH:17]=1. Given the reactants [NH2:1][C@@H:2]([CH2:5][C:6]1[CH:11]=[CH:10][C:9]([N+:12]([O-:14])=[O:13])=[CH:8][CH:7]=1)[CH2:3][OH:4].[CH:15](=O)[C:16]1[CH:21]=[CH:20][CH:19]=[CH:18][CH:17]=1, predict the reaction product.